Dataset: Peptide-MHC class I binding affinity with 185,985 pairs from IEDB/IMGT. Task: Regression. Given a peptide amino acid sequence and an MHC pseudo amino acid sequence, predict their binding affinity value. This is MHC class I binding data. (1) The peptide sequence is LPTNAVVKM. The MHC is HLA-B15:01 with pseudo-sequence HLA-B15:01. The binding affinity (normalized) is 0.00409. (2) The peptide sequence is FVKKMLPKII. The MHC is HLA-A02:06 with pseudo-sequence HLA-A02:06. The binding affinity (normalized) is 0.186.